Dataset: Reaction yield outcomes from USPTO patents with 853,638 reactions. Task: Predict the reaction yield, written as a fraction of the theoretical maximum amount of product (1.0 means a 100% yield; for example, 0.34 means a 34% yield). (1) The reactants are [C:1]12([C:9]3[CH:10]=[CH:11][CH:12]=[CH:13][C:8]=3[NH:7][C:6](=[O:14])[O:5]1)[CH2:4][CH2:3][CH2:2]2.C([O-])(=O)C.[K+].[Br:20]Br. The catalyst is C(O)(=O)C. The product is [Br:20][C:11]1[CH:12]=[CH:13][C:8]2[NH:7][C:6](=[O:14])[O:5][C:1]3([CH2:4][CH2:3][CH2:2]3)[C:9]=2[CH:10]=1. The yield is 0.520. (2) The reactants are [N-:1]=[N+:2]=[N-:3].[Na+].[C:5]([C:8]1[CH:13]=[CH:12][C:11]([S:14][CH2:15][C:16]2[CH:21]=[CH:20][C:19]([C@H:22]([OH:31])[C:23]3[CH:24]=[C:25]([CH:28]=[CH:29][CH:30]=3)[C:26]#[N:27])=[CH:18][CH:17]=2)=[C:10]([CH2:32][CH2:33][CH3:34])[C:9]=1[OH:35])(=[O:7])[CH3:6].O. The catalyst is CN1CCCC1=O.[Br-].[Zn+2].[Br-]. The product is [OH:35][C:9]1[C:10]([CH2:32][CH2:33][CH3:34])=[C:11]([S:14][CH2:15][C:16]2[CH:21]=[CH:20][C:19]([C@H:22]([OH:31])[C:23]3[CH:30]=[CH:29][CH:28]=[C:25]([C:26]4[NH:27][N:3]=[N:2][N:1]=4)[CH:24]=3)=[CH:18][CH:17]=2)[CH:12]=[CH:13][C:8]=1[C:5](=[O:7])[CH3:6]. The yield is 0.310. (3) The reactants are [CH:1]1([C:4]([N:6]2[CH2:10][CH2:9][C@@H:8]([CH2:11][N:12]3[C:16]([C:17]4[CH:22]=[CH:21][C:20]([C:23]5[CH:28]=[CH:27][C:26]([F:29])=[CH:25][CH:24]=5)=[CH:19][CH:18]=4)=[N:15][NH:14][C:13]3=[O:30])[CH2:7]2)=[O:5])[CH2:3][CH2:2]1.C([O-])([O-])=O.[K+].[K+].[CH:37]1([C:40](Cl)=[O:41])[CH2:39][CH2:38]1. The catalyst is CN(C=O)C. The product is [CH:37]1([C:40]([N:14]2[C:13](=[O:30])[N:12]([CH2:11][C@@H:8]3[CH2:9][CH2:10][N:6]([C:4]([CH:1]4[CH2:3][CH2:2]4)=[O:5])[CH2:7]3)[C:16]([C:17]3[CH:22]=[CH:21][C:20]([C:23]4[CH:24]=[CH:25][C:26]([F:29])=[CH:27][CH:28]=4)=[CH:19][CH:18]=3)=[N:15]2)=[O:41])[CH2:39][CH2:38]1. The yield is 0.405. (4) The reactants are [CH3:1][O:2][C:3]1[CH:4]=[C:5]([CH:8]=[CH:9][C:10]=1[N+:11]([O-:13])=[O:12])[CH2:6]Br.C(N(CC)CC)C.[CH2:21]([NH2:28])[C:22]1[CH:27]=[CH:26][CH:25]=[CH:24][CH:23]=1. The catalyst is C1COCC1. The product is [CH2:21]([NH:28][CH2:6][C:5]1[CH:8]=[CH:9][C:10]([N+:11]([O-:13])=[O:12])=[C:3]([O:2][CH3:1])[CH:4]=1)[C:22]1[CH:27]=[CH:26][CH:25]=[CH:24][CH:23]=1. The yield is 0.730. (5) The reactants are [CH:1]1([C:4]([NH:6][C:7]2[C:15]3[C:10](=[N:11][CH:12]=[C:13]([O:30][CH2:31][CH2:32][O:33][CH3:34])[C:14]=3[N:16]3[CH2:21][CH2:20][CH2:19][C@@H:18]([NH:22]C(=O)OC(C)(C)C)[CH2:17]3)[NH:9][CH:8]=2)=[O:5])[CH2:3][CH2:2]1.[ClH:35]. The catalyst is CC(O)C. The product is [ClH:35].[NH2:22][C@@H:18]1[CH2:19][CH2:20][CH2:21][N:16]([C:14]2[C:13]([O:30][CH2:31][CH2:32][O:33][CH3:34])=[CH:12][N:11]=[C:10]3[NH:9][CH:8]=[C:7]([NH:6][C:4]([CH:1]4[CH2:2][CH2:3]4)=[O:5])[C:15]=23)[CH2:17]1. The yield is 0.907. (6) The reactants are [I:1][C:2]1[C:7]([O:8][CH3:9])=[CH:6][CH:5]=[CH:4][C:3]=1[CH2:10]O.[NH:12]1[CH:16]=[CH:15][N:14]=[CH:13]1.C1(P(C2C=CC=CC=2)C2C=CC=CC=2)C=CC=CC=1.N(C(OCC)=O)=NC(OCC)=O. The catalyst is O1CCCC1. The product is [I:1][C:2]1[C:7]([O:8][CH3:9])=[CH:6][CH:5]=[CH:4][C:3]=1[CH2:10][N:12]1[CH:16]=[CH:15][N:14]=[CH:13]1. The yield is 0.430.